This data is from Peptide-MHC class I binding affinity with 185,985 pairs from IEDB/IMGT. The task is: Regression. Given a peptide amino acid sequence and an MHC pseudo amino acid sequence, predict their binding affinity value. This is MHC class I binding data. (1) The peptide sequence is QLASILGCVD. The MHC is HLA-A02:01 with pseudo-sequence HLA-A02:01. The binding affinity (normalized) is 0.469. (2) The peptide sequence is SLMASSPTSI. The MHC is HLA-B18:01 with pseudo-sequence HLA-B18:01. The binding affinity (normalized) is 0.0847. (3) The peptide sequence is AMFIGHATA. The MHC is HLA-B27:03 with pseudo-sequence HLA-B27:03. The binding affinity (normalized) is 0.0847. (4) The peptide sequence is VIARTHTAL. The MHC is HLA-B15:01 with pseudo-sequence HLA-B15:01. The binding affinity (normalized) is 0.384. (5) The peptide sequence is TTAQGTSMY. The MHC is HLA-A02:06 with pseudo-sequence HLA-A02:06. The binding affinity (normalized) is 0.